Dataset: Full USPTO retrosynthesis dataset with 1.9M reactions from patents (1976-2016). Task: Predict the reactants needed to synthesize the given product. (1) The reactants are: [C:1](=[N:14][CH2:15][C:16]1[CH:21]=[CH:20][CH:19]=[C:18]([Cl:22])[C:17]=1[Cl:23])([C:8]1[CH:13]=[CH:12][CH:11]=[CH:10][CH:9]=1)[C:2]1[CH:7]=[CH:6][CH:5]=[CH:4][CH:3]=1.Cl[CH2:25][C:26]1[O:30][N:29]=[C:28]([CH2:31][CH3:32])[CH:27]=1.[OH-].[Na+].C(=O)([O-])[O-].[K+].[K+].[I-].[Na+]. Given the product [C:1](=[N:14][CH:15]([C:16]1[CH:21]=[CH:20][CH:19]=[C:18]([Cl:22])[C:17]=1[Cl:23])[CH2:25][C:26]1[O:30][N:29]=[C:28]([CH2:31][CH3:32])[CH:27]=1)([C:2]1[CH:3]=[CH:4][CH:5]=[CH:6][CH:7]=1)[C:8]1[CH:13]=[CH:12][CH:11]=[CH:10][CH:9]=1, predict the reactants needed to synthesize it. (2) Given the product [O:6]1[CH2:10][CH2:9][O:8][CH:7]1[C:11]1[CH:12]=[CH:13][C:14]([CH2:17][O:18][C:22]2[CH:27]=[CH:26][CH:25]=[CH:24][N:23]=2)=[N:15][CH:16]=1, predict the reactants needed to synthesize it. The reactants are: CN(C)C=O.[O:6]1[CH2:10][CH2:9][O:8][CH:7]1[C:11]1[CH:12]=[CH:13][C:14]([CH2:17][OH:18])=[N:15][CH:16]=1.[H-].[Na+].F[C:22]1[CH:27]=[CH:26][CH:25]=[CH:24][N:23]=1. (3) The reactants are: [NH:1]1[C:5]2=[N:6][C:7]([C:10]([O:12][CH2:13][CH3:14])=[O:11])=[CH:8][CH:9]=[C:4]2[CH:3]=[C:2]1[C:15]([O:17][CH2:18][CH3:19])=[O:16].[H-].[Na+].[CH3:22][CH:23]1[CH:27]([CH3:28])OS(=O)(=O)[N:24]1[C:31]([O:33][C:34]([CH3:37])([CH3:36])[CH3:35])=[O:32]. Given the product [C:34]([O:33][C:31]([NH:24][CH:23]([CH3:22])[CH:27]([N:1]1[C:5]2=[N:6][C:7]([C:10]([O:12][CH2:13][CH3:14])=[O:11])=[CH:8][CH:9]=[C:4]2[CH:3]=[C:2]1[C:15]([O:17][CH2:18][CH3:19])=[O:16])[CH3:28])=[O:32])([CH3:37])([CH3:36])[CH3:35], predict the reactants needed to synthesize it. (4) The reactants are: [NH2:1][C:2]1[CH:6]=[C:5]([C:7]([CH3:11])([CH3:10])[CH2:8][OH:9])[N:4]([CH3:12])[N:3]=1.Br[C:14]1[CH:19]=[C:18]([N:20]2[CH2:24][CH2:23][C@:22]([CH:27]3[CH2:29][CH2:28]3)([C:25]#[N:26])[C:21]2=[O:30])[CH:17]=[CH:16][N:15]=1.C(=O)([O-])[O-].[K+].[K+].C1(P(C2C=CC=CC=2)C2C3OC4C(=CC=CC=4P(C4C=CC=CC=4)C4C=CC=CC=4)C(C)(C)C=3C=CC=2)C=CC=CC=1.C(=O)(O)[O-].[Na+]. Given the product [CH:27]1([C@:22]2([C:25]#[N:26])[CH2:23][CH2:24][N:20]([C:18]3[CH:17]=[CH:16][N:15]=[C:14]([NH:1][C:2]4[CH:6]=[C:5]([C:7]([CH3:10])([CH3:11])[CH2:8][OH:9])[N:4]([CH3:12])[N:3]=4)[CH:19]=3)[C:21]2=[O:30])[CH2:29][CH2:28]1, predict the reactants needed to synthesize it.